From a dataset of Reaction yield outcomes from USPTO patents with 853,638 reactions. Predict the reaction yield, written as a fraction of the theoretical maximum amount of product (1.0 means a 100% yield; for example, 0.34 means a 34% yield). (1) The reactants are [I:1][C:2]1[CH:3]=[CH:4][C:5]2[N:6]([CH:8]=[C:9]([NH2:11])[N:10]=2)[N:7]=1.Cl.[CH3:13][N:14]([CH2:16][C:17](Cl)=[O:18])[CH3:15]. The catalyst is CN1CCCC1=O.[OH-].[Na+]. The product is [I:1][C:2]1[CH:3]=[CH:4][C:5]2[N:6]([CH:8]=[C:9]([NH:11][C:17](=[O:18])[CH2:16][N:14]([CH3:15])[CH3:13])[N:10]=2)[N:7]=1. The yield is 0.740. (2) The reactants are [CH3:1][N:2]([CH3:23])[C:3](=[O:22])[CH2:4][N:5]([C:14]1[CH:19]=[CH:18][C:17]([O:20][CH3:21])=[CH:16][CH:15]=1)[CH2:6][C:7]([O:9][C:10]([CH3:13])([CH3:12])[CH3:11])=[O:8].[C:24](OC(C)(C)C)(=[O:32])[C:25](OC(C)(C)C)=[O:26].CC(C)([O-])C.[K+].C(O)(=O)C. The catalyst is C(O)(C)(C)C.C1COCC1. The product is [CH3:23][N:2]([CH3:1])[C:3]([C:4]1[N:5]([C:14]2[CH:19]=[CH:18][C:17]([O:20][CH3:21])=[CH:16][CH:15]=2)[C:6]([C:7]([O:9][C:10]([CH3:13])([CH3:12])[CH3:11])=[O:8])=[C:25]([OH:26])[C:24]=1[OH:32])=[O:22]. The yield is 0.370.